This data is from Full USPTO retrosynthesis dataset with 1.9M reactions from patents (1976-2016). The task is: Predict the reactants needed to synthesize the given product. (1) Given the product [CH:38]1([C:36]2[CH:37]=[C:28]3[C:27]([CH2:26][CH2:23][C:22]4[C:21]([Cl:24])=[CH:20][N:19]=[CH:18][C:17]=4[Cl:16])=[CH:32][CH:31]=[C:30]([O:33][CH3:34])[N:29]3[N:35]=2)[CH2:40][CH2:39]1, predict the reactants needed to synthesize it. The reactants are: C[Si]([N-][Si](C)(C)C)(C)C.[Na+].C1COCC1.[Cl:16][C:17]1[CH:18]=[N:19][CH:20]=[C:21]([Cl:24])[C:22]=1[CH3:23].Cl[CH2:26][C:27]1[C:28]2[N:29]([N:35]=[C:36]([CH:38]3[CH2:40][CH2:39]3)[CH:37]=2)[C:30]([O:33][CH3:34])=[CH:31][CH:32]=1.[Cl-].[NH4+]. (2) Given the product [N:1]1([C:14]([O:16][CH2:17][CH:18]2[C:30]3[C:25](=[CH:26][CH:27]=[CH:28][CH:29]=3)[C:24]3[C:19]2=[CH:20][CH:21]=[CH:22][CH:23]=3)=[O:15])[CH2:13][C@H:7]([O:8][C:9]([CH3:11])([CH3:12])[CH3:10])[CH2:6][C@H:2]1[C:3]([O:5][CH2:38][CH:37]=[CH2:36])=[O:4], predict the reactants needed to synthesize it. The reactants are: [N:1]1([C:14]([O:16][CH2:17][CH:18]2[C:30]3[C:25](=[CH:26][CH:27]=[CH:28][CH:29]=3)[C:24]3[C:19]2=[CH:20][CH:21]=[CH:22][CH:23]=3)=[O:15])[CH2:13][C@H:7]([O:8][C:9]([CH3:12])([CH3:11])[CH3:10])[CH2:6][C@H:2]1[C:3]([OH:5])=[O:4].C(=O)(O)[O-].[Na+].[CH2:36](Br)[CH:37]=[CH2:38]. (3) Given the product [C:13]([C:9]1[C:8]([C:15]([F:18])([F:16])[F:17])=[C:7]2[C:12](=[CH:11][CH:10]=1)[N:4]([CH2:3][CH:2]([O:1][C:22]1[CH:27]=[CH:26][C:25]([NH:28][C:29](=[O:31])[CH3:30])=[CH:24][CH:23]=1)[CH3:20])[C:5]([CH3:19])=[CH:6]2)#[N:14], predict the reactants needed to synthesize it. The reactants are: [OH:1][CH:2]([CH3:20])[CH2:3][N:4]1[C:12]2[C:7](=[C:8]([C:15]([F:18])([F:17])[F:16])[C:9]([C:13]#[N:14])=[CH:10][CH:11]=2)[CH:6]=[C:5]1[CH3:19].O[C:22]1[CH:27]=[CH:26][C:25]([NH:28][C:29](=[O:31])[CH3:30])=[CH:24][CH:23]=1. (4) The reactants are: [F:1][C:2]1[CH:7]=[CH:6][CH:5]=[CH:4][C:3]=1[C:8]1[N:9]=[C:10]([N:13]2[CH2:18][CH2:17][N:16](C(OCC3C=CC=CC=3)=O)[CH2:15][CH2:14]2)[S:11][CH:12]=1.B(Br)(Br)Br. Given the product [F:1][C:2]1[CH:7]=[CH:6][CH:5]=[CH:4][C:3]=1[C:8]1[N:9]=[C:10]([N:13]2[CH2:14][CH2:15][NH:16][CH2:17][CH2:18]2)[S:11][CH:12]=1, predict the reactants needed to synthesize it. (5) Given the product [NH:1]1[C:5]2[CH:6]=[C:7]([NH:10][C:2]3[N:1]=[CH:5][C:4]4[C:11](=[C:12]([OH:14])[CH:13]=[CH:8][CH:9]=4)[N:3]=3)[CH:8]=[CH:9][C:4]=2[N:3]=[CH:2]1, predict the reactants needed to synthesize it. The reactants are: [NH:1]1[C:5]2[CH:6]=[C:7]([NH2:10])[CH:8]=[CH:9][C:4]=2[N:3]=[CH:2]1.[CH3:11][CH:12]([OH:14])[CH3:13]. (6) Given the product [NH2:41][C:42]1[S:46][C:45]([C:47]2[C:52]([F:53])=[CH:51][CH:50]=[C:49]([O:54][CH3:55])[C:48]=2[F:56])=[N:44][C:43]=1[C:57]([NH:60][C:61]1[CH:62]=[N:63][N:64]([CH3:81])[C:65]=1[N:66]1[CH2:71][CH2:70][CH:69]([CH2:72][NH2:73])[CH2:68][CH2:67]1)=[O:59], predict the reactants needed to synthesize it. The reactants are: C1CN([P+](ON2N=NC3C=CC=CC2=3)(N2CCCC2)N2CCCC2)CC1.F[P-](F)(F)(F)(F)F.C(OC([NH:41][C:42]1[S:46][C:45]([C:47]2[C:52]([F:53])=[CH:51][CH:50]=[C:49]([O:54][CH3:55])[C:48]=2[F:56])=[N:44][C:43]=1[C:57]([OH:59])=O)=O)(C)(C)C.[NH2:60][C:61]1[CH:62]=[N:63][N:64]([CH3:81])[C:65]=1[N:66]1[CH2:71][CH2:70][CH:69]([CH2:72][NH:73]C(=O)OC(C)(C)C)[CH2:68][CH2:67]1.CCN(C(C)C)C(C)C.